Dataset: Forward reaction prediction with 1.9M reactions from USPTO patents (1976-2016). Task: Predict the product of the given reaction. Given the reactants C(OC([N:11]1[CH2:16][CH2:15][NH:14][C:13](=[O:17])[CH2:12]1)=O)C1C=CC=CC=1.[H-].[Na+].[H][H].Br[CH2:23][C:24]([C:26]12[CH2:35][CH:30]3[CH2:31][CH:32]([CH2:34][CH:28]([CH2:29]3)[CH2:27]1)[CH2:33]2)=[O:25], predict the reaction product. The product is: [O:25]=[C:24]([C:26]12[CH2:35][CH:30]3[CH2:31][CH:32]([CH2:34][CH:28]([CH2:29]3)[CH2:27]1)[CH2:33]2)[CH2:23][N:14]1[CH2:15][CH2:16][NH:11][CH2:12][C:13]1=[O:17].